Dataset: Full USPTO retrosynthesis dataset with 1.9M reactions from patents (1976-2016). Task: Predict the reactants needed to synthesize the given product. (1) Given the product [N:9]1[C:18]2[C:13](=[CH:14][CH:15]=[CH:16][CH:17]=2)[C:12]([CH2:19][N:20]2[C:21]3[N:22]=[CH:23][NH:24][C:25]=3[C:4](=[O:5])[NH:6][C:7]2=[S:8])=[CH:11][CH:10]=1, predict the reactants needed to synthesize it. The reactants are: C(O[C:4]([N:6]=[C:7]=[S:8])=[O:5])C.[N:9]1[C:18]2[C:13](=[CH:14][CH:15]=[CH:16][CH:17]=2)[C:12]([CH2:19][NH:20][C:21]2(C(N)=O)[CH2:25][NH:24][CH:23]=[N:22]2)=[CH:11][CH:10]=1.CO. (2) Given the product [OH:6][Cl:25].[Br:1][C:2]1[CH:22]=[CH:21][C:5]([O:6][CH2:7][CH:8]2[CH2:9][CH2:10][NH:11][CH2:12][CH2:13]2)=[C:4]([CH:3]=1)[C:23]#[N:24], predict the reactants needed to synthesize it. The reactants are: [Br:1][C:2]1[CH:22]=[CH:21][C:5]([O:6][CH2:7][CH:8]2[CH2:13][CH2:12][N:11](C(OC(C)(C)C)=O)[CH2:10][CH2:9]2)=[C:4]([C:23]#[N:24])[CH:3]=1.[ClH:25].O1CCOCC1. (3) Given the product [CH3:1][O:2][C:3]1[CH:4]=[C:5]2[C:10](=[CH:11][C:12]=1[O:13][CH2:14][CH2:15][O:16][CH3:17])[N:9]=[CH:8][N:7]=[C:6]2[NH:18][C:19]1[C:20](=[O:21])[CH:22]2[C:23]([CH3:27])([O:28]2)[C:24](=[O:26])[CH:25]=1, predict the reactants needed to synthesize it. The reactants are: [CH3:1][O:2][C:3]1[CH:4]=[C:5]2[C:10](=[CH:11][C:12]=1[O:13][CH2:14][CH2:15][O:16][CH3:17])[N:9]=[CH:8][N:7]=[C:6]2[NH:18][C:19]1[C:20]([CH:22]=[C:23]([CH3:27])[C:24](=[O:26])[CH:25]=1)=[O:21].[OH:28]O. (4) Given the product [CH3:13][C:12]([CH3:14])=[CH:11][CH2:10][N:6]1[CH:7]=[CH:8][C:4]([N+:1]([O-:3])=[O:2])=[N:5]1, predict the reactants needed to synthesize it. The reactants are: [N+:1]([C:4]1[CH:8]=[CH:7][NH:6][N:5]=1)([O-:3])=[O:2].Cl[CH2:10][CH:11]=[C:12]([CH3:14])[CH3:13].C(=O)([O-])[O-].[Cs+].[Cs+]. (5) The reactants are: C(N(CC)CC)C.[C:8]([C:12]1[CH:13]=[C:14]([NH:30][S:31]([CH3:34])(=[O:33])=[O:32])[C:15]([O:28][CH3:29])=[C:16]([NH:18][C:19](=[O:27])OC2C=CC=CC=2)[CH:17]=1)([CH3:11])([CH3:10])[CH3:9].[NH2:35][C:36]1[C:45]2[C:40](=[CH:41][CH:42]=[CH:43][CH:44]=2)[C:39]([O:46][C:47]2[CH:52]=[CH:51][N:50]=[C:49]([NH:53][C:54]3[CH:59]=[CH:58][C:57]([P:60]([CH3:65])(=[O:64])[O:61][CH2:62][CH3:63])=[C:56]([Cl:66])[CH:55]=3)[CH:48]=2)=[CH:38][CH:37]=1. Given the product [C:8]([C:12]1[CH:13]=[C:14]([NH:30][S:31]([CH3:34])(=[O:32])=[O:33])[C:15]([O:28][CH3:29])=[C:16]([NH:18][C:19](=[O:27])[NH:35][C:36]2[C:45]3[C:40](=[CH:41][CH:42]=[CH:43][CH:44]=3)[C:39]([O:46][C:47]3[CH:52]=[CH:51][N:50]=[C:49]([NH:53][C:54]4[CH:59]=[CH:58][C:57]([P:60]([CH3:65])(=[O:64])[O:61][CH2:62][CH3:63])=[C:56]([Cl:66])[CH:55]=4)[CH:48]=3)=[CH:38][CH:37]=2)[CH:17]=1)([CH3:10])([CH3:9])[CH3:11], predict the reactants needed to synthesize it. (6) Given the product [C:26]1([C:13]([C:14]2[CH:15]=[CH:16][CH:17]=[CH:18][CH:19]=2)([C:20]2[CH:21]=[CH:22][CH:23]=[CH:24][CH:25]=2)[O:12][CH2:11][C:7]2[N:6]=[C:5]([CH2:4][NH2:1])[CH:10]=[CH:9][CH:8]=2)[CH:27]=[CH:28][CH:29]=[CH:30][CH:31]=1, predict the reactants needed to synthesize it. The reactants are: [N:1]([CH2:4][C:5]1[CH:10]=[CH:9][CH:8]=[C:7]([CH2:11][O:12][C:13]([C:26]2[CH:31]=[CH:30][CH:29]=[CH:28][CH:27]=2)([C:20]2[CH:25]=[CH:24][CH:23]=[CH:22][CH:21]=2)[C:14]2[CH:19]=[CH:18][CH:17]=[CH:16][CH:15]=2)[N:6]=1)=[N+]=[N-].C1(P(C2C=CC=CC=2)C2C=CC=CC=2)C=CC=CC=1.O.